This data is from Catalyst prediction with 721,799 reactions and 888 catalyst types from USPTO. The task is: Predict which catalyst facilitates the given reaction. (1) Reactant: [CH3:1][C:2]1[O:6][N:5]=[C:4]([C:7]2[CH:12]=[CH:11][CH:10]=[CH:9][CH:8]=2)[C:3]=1[CH2:13][OH:14].[H-].[Na+].Cl[C:18]1[CH:27]=[CH:26][C:21]([C:22]([O:24][CH3:25])=[O:23])=[CH:20][N:19]=1. Product: [CH3:25][O:24][C:22](=[O:23])[C:21]1[CH:26]=[CH:27][C:18]([O:14][CH2:13][C:3]2[C:4]([C:7]3[CH:12]=[CH:11][CH:10]=[CH:9][CH:8]=3)=[N:5][O:6][C:2]=2[CH3:1])=[N:19][CH:20]=1. The catalyst class is: 56. (2) Reactant: [C:1]([O-:4])([O-])=O.[K+].[K+].O[CH2:8][C:9]([C:11]1[CH:16]=[CH:15][CH:14]=[CH:13][CH:12]=1)=[O:10].BrC[CH:19]1[CH2:23][CH2:22][CH2:21][O:20]1. Product: [O:20]1[CH2:21][CH2:22][CH2:23][CH:19]1[CH2:1][O:4][C:16]1[CH:15]=[CH:14][CH:13]=[CH:12][C:11]=1[C:9](=[O:10])[CH3:8]. The catalyst class is: 18. (3) Reactant: I[C:2]1[C:6]([C:7]([O:9]CC)=[O:8])=[CH:5][N:4]([CH2:12][O:13][CH2:14][CH2:15][Si:16]([CH3:19])([CH3:18])[CH3:17])[N:3]=1.[C:20]([O:24][C:25]([N:27]1[C:35]2[C:30](=[CH:31][CH:32]=[CH:33][CH:34]=2)[CH:29]=[C:28]1B(O)O)=[O:26])([CH3:23])([CH3:22])[CH3:21].C(=O)([O-])[O-]. Product: [C:20]([O:24][C:25]([N:27]1[C:35]2[C:30](=[CH:31][CH:32]=[CH:33][CH:34]=2)[CH:29]=[C:28]1[C:5]1[N:4]([CH2:12][O:13][CH2:14][CH2:15][Si:16]([CH3:17])([CH3:18])[CH3:19])[N:3]=[CH:2][C:6]=1[C:7]([OH:9])=[O:8])=[O:26])([CH3:23])([CH3:21])[CH3:22]. The catalyst class is: 57. (4) Reactant: [C:1]([OH:9])(=O)[C:2]1[CH:7]=[CH:6][CH:5]=[CH:4][CH:3]=1.CN(C(ON1N=NC2C=CC=NC1=2)=[N+](C)C)C.F[P-](F)(F)(F)(F)F.C(N(C(C)C)CC)(C)C.[N:43]1([CH2:48][CH2:49][N:50]2[C:58]3[C:53](=[CH:54][CH:55]=[CH:56][CH:57]=3)[C:52]([C:59]3[O:63][N:62]=[C:61]([CH2:64][NH2:65])[N:60]=3)=[N:51]2)[CH:47]=[CH:46][N:45]=[CH:44]1. Product: [N:43]1([CH2:48][CH2:49][N:50]2[C:58]3[C:53](=[CH:54][CH:55]=[CH:56][CH:57]=3)[C:52]([C:59]3[O:63][N:62]=[C:61]([CH2:64][NH:65][C:1](=[O:9])[C:2]4[CH:3]=[CH:4][CH:5]=[CH:6][CH:7]=4)[N:60]=3)=[N:51]2)[CH:47]=[CH:46][N:45]=[CH:44]1. The catalyst class is: 39. (5) Reactant: [Cl:1][C:2]1[CH:10]=[C:9]([N:11]2[CH2:15][CH2:14][CH2:13][CH2:12]2)[CH:8]=[CH:7][C:3]=1[C:4]([OH:6])=O.CN1[CH2:21][CH2:20][CH2:19][C:18]1=[O:22]. Product: [Cl:1][C:2]1[CH:10]=[C:9]([N:11]2[CH2:15][CH2:14][CH2:13][CH2:12]2)[CH:8]=[CH:7][C:3]=1[C:4]([NH:11][C:9]1[CH:8]=[CH:7][CH:21]=[CH:20][C:19]=1[CH:18]=[O:22])=[O:6]. The catalyst class is: 309. (6) Reactant: [F:1][C:2]1[C:7]([F:8])=[CH:6][CH:5]=[CH:4][C:3]=1[N:9]1[C:17]2[CH:16]=[CH:15][N:14]=[CH:13][C:12]=2[N:11]=[C:10]1[C:18]1[C:19]([NH2:24])=[N:20][CH:21]=[CH:22][CH:23]=1.[Br:25]N1C(=O)CCC1=O.C([O-])(O)=O.[Na+]. Product: [Br:25][C:22]1[CH:23]=[C:18]([C:10]2[N:9]([C:3]3[CH:4]=[CH:5][CH:6]=[C:7]([F:8])[C:2]=3[F:1])[C:17]3[CH:16]=[CH:15][N:14]=[CH:13][C:12]=3[N:11]=2)[C:19]([NH2:24])=[N:20][CH:21]=1. The catalyst class is: 10.